Task: Predict which catalyst facilitates the given reaction.. Dataset: Catalyst prediction with 721,799 reactions and 888 catalyst types from USPTO Reactant: C([O:3][C:4](=[O:29])[CH2:5][C:6]1[C:7]([CH3:28])=[C:8]([S:16][C:17]2[CH:22]=[CH:21][C:20]([S:23](=[O:27])(=[O:26])[NH:24][CH3:25])=[CH:19][CH:18]=2)[N:9]2[C:14]=1[CH:13]=[CH:12][C:11]([F:15])=[CH:10]2)C.C(O)C.O.[OH-].[Li+]. Product: [F:15][C:11]1[CH:12]=[CH:13][C:14]2[N:9]([C:8]([S:16][C:17]3[CH:18]=[CH:19][C:20]([S:23](=[O:27])(=[O:26])[NH:24][CH3:25])=[CH:21][CH:22]=3)=[C:7]([CH3:28])[C:6]=2[CH2:5][C:4]([OH:29])=[O:3])[CH:10]=1. The catalyst class is: 15.